From a dataset of Forward reaction prediction with 1.9M reactions from USPTO patents (1976-2016). Predict the product of the given reaction. (1) Given the reactants [C:1]1(=[O:8])[NH:7][CH2:6][CH2:5][CH2:4][CH2:3][CH2:2]1.[F:9][C:10]([F:15])([F:14])[C:11]([OH:13])=[O:12], predict the reaction product. The product is: [F:9][C:10]([F:15])([F:14])[C:11]([OH:13])=[O:12].[C:1]1(=[O:8])[NH:7][CH2:6][CH2:5][CH2:4][CH2:3][CH2:2]1. (2) Given the reactants [F:1][C:2]([F:27])([F:26])[CH2:3][N:4]1[C:8]([C:9]2[N:10]=[C:11]3[C:17]4[CH:18]=[C:19]([C:22](O)=[O:23])[CH:20]=[CH:21][C:16]=4[O:15][CH2:14][CH2:13][N:12]3[CH:25]=2)=[N:7][CH:6]=[N:5]1.[CH3:28][S:29]([CH2:32][CH2:33][NH2:34])(=[O:31])=[O:30], predict the reaction product. The product is: [CH3:28][S:29]([CH2:32][CH2:33][NH:34][C:22]([C:19]1[CH:20]=[CH:21][C:16]2[O:15][CH2:14][CH2:13][N:12]3[CH:25]=[C:9]([C:8]4[N:4]([CH2:3][C:2]([F:27])([F:26])[F:1])[N:5]=[CH:6][N:7]=4)[N:10]=[C:11]3[C:17]=2[CH:18]=1)=[O:23])(=[O:31])=[O:30]. (3) Given the reactants [Br:1][C:2]1[CH:7]=[CH:6][N:5]=[C:4]([NH:8][CH:9]=[C:10]2[CH2:14][CH2:13][O:12][C:11]2=[O:15])[CH:3]=1.C1(C)C(C)=CC=CC=1, predict the reaction product. The product is: [Br:1][C:2]1[CH:7]=[CH:6][N:5]2[C:11](=[O:15])[C:10]([CH2:14][CH2:13][OH:12])=[CH:9][N:8]=[C:4]2[CH:3]=1. (4) The product is: [Br:1][CH2:2][CH2:3][N:5]1[C:13]2[C:8](=[CH:9][CH:10]=[CH:11][CH:12]=2)[CH2:7][CH2:6]1. Given the reactants [Br:1][CH2:2][CH2:3]Br.[NH:5]1[C:13]2[C:8](=[CH:9][CH:10]=[CH:11][CH:12]=2)[CH2:7][CH2:6]1.C(N(CC)CC)C, predict the reaction product. (5) Given the reactants [CH3:1][O:2][C:3]1[CH:4]=[C:5]2[C:10](=[CH:11][CH:12]=1)[C:9]([O:13][CH2:14]OC)=[C:8]([C:17]1[O:18][CH:19]=[CH:20][CH:21]=1)[C:7]([CH3:22])=[CH:6]2.Cl.O1CCOCC1.FC1[CH:38]=[CH:37][C:34]([CH:35]=[O:36])=[CH:33][CH:32]=1.C([O-])([O-])=O.[Cs+].[Cs+], predict the reaction product. The product is: [O:18]1[CH:19]=[CH:20][CH:21]=[C:17]1[C:8]1[C:7]([CH3:22])=[CH:6][C:5]2[C:10](=[CH:11][CH:12]=[C:3]([O:2][CH3:1])[CH:4]=2)[C:9]=1[O:13][C:14]1[CH:38]=[CH:37][C:34]([CH:35]=[O:36])=[CH:33][CH:32]=1. (6) Given the reactants [CH2:1]([N:3]([CH2:14][CH3:15])[CH2:4][CH2:5][O:6][C:7]1[CH:12]=[CH:11][C:10]([NH2:13])=[CH:9][CH:8]=1)[CH3:2].[F:16][C:17]1[CH:25]=[C:24]2[C:20]([C:21](=[CH:27]O)[C:22](=[O:26])[NH:23]2)=[CH:19][CH:18]=1, predict the reaction product. The product is: [CH2:14]([N:3]([CH2:1][CH3:2])[CH2:4][CH2:5][O:6][C:7]1[CH:8]=[CH:9][C:10]([NH:13][CH:27]=[C:21]2[C:20]3[C:24](=[CH:25][C:17]([F:16])=[CH:18][CH:19]=3)[NH:23][C:22]2=[O:26])=[CH:11][CH:12]=1)[CH3:15]. (7) Given the reactants [NH2:1][C:2]1[CH:7]=[CH:6][C:5]([N:8]2[CH2:13][CH2:12][CH2:11][C@H:10]([C:14]([N:16]3[CH2:21][CH2:20][N:19]([CH3:22])[CH2:18][CH2:17]3)=O)[CH2:9]2)=[CH:4][C:3]=1[O:23][CH3:24].COC1C=C(N2CCC[C@H](CN3CCN(C)CC3)C2)C=CC=1[N+]([O-])=O, predict the reaction product. The product is: [CH3:24][O:23][C:3]1[CH:4]=[C:5]([N:8]2[CH2:13][CH2:12][CH2:11][C@H:10]([CH2:14][N:16]3[CH2:17][CH2:18][N:19]([CH3:22])[CH2:20][CH2:21]3)[CH2:9]2)[CH:6]=[CH:7][C:2]=1[NH2:1].